From a dataset of Forward reaction prediction with 1.9M reactions from USPTO patents (1976-2016). Predict the product of the given reaction. Given the reactants [H-].[Br:2][C:3]1[C:4]([CH3:23])=[N:5][N:6]([CH2:15][C:16]([CH3:22])([CH3:21])[C:17](OC)=[O:18])[C:7]=1[C:8]1[CH:13]=[CH:12][C:11]([F:14])=[CH:10][CH:9]=1.[C@H](O)(C([O-])=O)[C@@H](O)C([O-])=O.[Na+].[K+], predict the reaction product. The product is: [Br:2][C:3]1[C:4]([CH3:23])=[N:5][N:6]([CH2:15][C:16]([CH3:21])([CH3:22])[CH2:17][OH:18])[C:7]=1[C:8]1[CH:9]=[CH:10][C:11]([F:14])=[CH:12][CH:13]=1.